This data is from Forward reaction prediction with 1.9M reactions from USPTO patents (1976-2016). The task is: Predict the product of the given reaction. (1) The product is: [N:4]1[C:5]2[C:6]3[CH:16]=[CH:15][CH:14]=[CH:13][C:7]=3[CH2:8][CH2:9][C:10]=2[CH:11]=[N:12][C:3]=1[N:1]1[C:17]([NH2:18])=[N:19][C:20]([NH:21][C:22]2[CH:23]=[CH:24][C:25]([N:28]3[CH2:29][CH2:30][N:31]([CH3:34])[CH2:32][CH2:33]3)=[CH:26][CH:27]=2)=[N:2]1. Given the reactants [NH:1]([C:3]1[N:12]=[CH:11][C:10]2[CH2:9][CH2:8][C:7]3[CH:13]=[CH:14][CH:15]=[CH:16][C:6]=3[C:5]=2[N:4]=1)[NH2:2].[C:17](/[N:19]=[C:20](\OC1C=CC=CC=1)/[NH:21][C:22]1[CH:27]=[CH:26][C:25]([N:28]2[CH2:33][CH2:32][N:31]([CH3:34])[CH2:30][CH2:29]2)=[CH:24][CH:23]=1)#[N:18], predict the reaction product. (2) Given the reactants [OH:1][C:2]1[CH:33]=[CH:32][C:5]([C:6]([NH:8][CH2:9][CH2:10][NH:11][C:12]([C:14]2[CH:31]=[CH:30][C:17]([O:18][C@@H:19]3[CH2:24][CH2:23][C@H:22]([C:25]([O:27][CH2:28][CH3:29])=[O:26])[CH2:21][CH2:20]3)=[CH:16][CH:15]=2)=[O:13])=[O:7])=[CH:4][CH:3]=1.CN(C=O)C.C(=O)([O-])[O-].[K+].[K+].[Cl:45][C:46]1[CH:53]=[CH:52][CH:51]=[CH:50][C:47]=1[CH2:48]Br, predict the reaction product. The product is: [Cl:45][C:46]1[CH:53]=[CH:52][CH:51]=[CH:50][C:47]=1[CH2:48][O:1][C:2]1[CH:33]=[CH:32][C:5]([C:6]([NH:8][CH2:9][CH2:10][NH:11][C:12]([C:14]2[CH:15]=[CH:16][C:17]([O:18][C@@H:19]3[CH2:20][CH2:21][C@H:22]([C:25]([O:27][CH2:28][CH3:29])=[O:26])[CH2:23][CH2:24]3)=[CH:30][CH:31]=2)=[O:13])=[O:7])=[CH:4][CH:3]=1. (3) Given the reactants C[Si](C)(C)CC[O:5][C:6](=[O:48])[C:7]1[CH:12]=[C:11]([O:13][CH:14]([CH3:16])[CH3:15])[CH:10]=[C:9]([O:17][C:18]2[CH:23]=[CH:22][C:21]([P:24]([O:37][CH2:38][C:39]3[CH:44]=[CH:43][C:42]([O:45][CH3:46])=[C:41]([F:47])[CH:40]=3)([O:26][CH2:27][C:28]3[CH:33]=[CH:32][C:31]([O:34][CH3:35])=[C:30]([F:36])[CH:29]=3)=[O:25])=[CH:20][CH:19]=2)[CH:8]=1.[F-].C([N+](CCCC)(CCCC)CCCC)CCC, predict the reaction product. The product is: [F:36][C:30]1[CH:29]=[C:28]([CH:33]=[CH:32][C:31]=1[O:34][CH3:35])[CH2:27][O:26][P:24]([C:21]1[CH:22]=[CH:23][C:18]([O:17][C:9]2[CH:8]=[C:7]([CH:12]=[C:11]([O:13][CH:14]([CH3:16])[CH3:15])[CH:10]=2)[C:6]([OH:48])=[O:5])=[CH:19][CH:20]=1)([O:37][CH2:38][C:39]1[CH:44]=[CH:43][C:42]([O:45][CH3:46])=[C:41]([F:47])[CH:40]=1)=[O:25].